This data is from Reaction yield outcomes from USPTO patents with 853,638 reactions. The task is: Predict the reaction yield, written as a fraction of the theoretical maximum amount of product (1.0 means a 100% yield; for example, 0.34 means a 34% yield). (1) The reactants are [CH3:1][NH:2][C@H:3]([C:14]([NH:16][C@H:17]([C:22]([N:24]([C@@H:26]([CH:33]([CH3:35])[CH3:34])/[CH:27]=[C:28](/[C:30]([OH:32])=O)\[CH3:29])[CH3:25])=[O:23])[C:18]([CH3:21])([CH3:20])[CH3:19])=[O:15])[C:4]([CH3:13])([CH3:12])[C:5]1[CH:10]=[CH:9][CH:8]=[C:7](C)[CH:6]=1.O[C:37]1C2N=NNC=2C=CC=1.Cl.CN(C)CCCN=C=NCC.C(N(C(C)C)CC)(C)C.[F:67][C:68]([F:73])([F:72])[C:69]([OH:71])=[O:70].[NH:74]1[CH2:95][CH2:94][CH2:93][C@H:75]1[C:76]([N:78]1[CH2:92][CH2:91][CH2:90][C@H:79]1[C:80]([NH:82][CH2:83][C:84]1[CH:89]=[CH:88][CH:87]=[CH:86][CH:85]=1)=[O:81])=[O:77]. The catalyst is C(#N)C. The product is [F:67][C:68]([F:73])([F:72])[C:69]([OH:71])=[O:70].[CH3:29]/[C:28](=[CH:27]\[C@@H:26]([N:24]([CH3:25])[C:22](=[O:23])[C@H:17]([C:18]([CH3:20])([CH3:19])[CH3:21])[NH:16][C:14](=[O:15])[C@H:3]([C:4]([CH3:12])([CH3:13])[C:5]1[CH:10]=[CH:9][CH:8]=[C:7]([CH3:37])[CH:6]=1)[NH:2][CH3:1])[CH:33]([CH3:34])[CH3:35])/[C:30]([N:74]1[CH2:95][CH2:94][CH2:93][C@@H:75]1[C:76]([N:78]1[CH2:92][CH2:91][CH2:90][C@@H:79]1[C:80]([NH:82][CH2:83][C:84]1[CH:85]=[CH:86][CH:87]=[CH:88][CH:89]=1)=[O:81])=[O:77])=[O:32]. The yield is 0.690. (2) The reactants are [Cl:1][C:2]1[CH:10]=[CH:9][C:5]([C:6]([OH:8])=O)=[C:4]([F:11])[CH:3]=1.CN(C(ON1N=NC2C=CC=NC1=2)=[N+](C)C)C.F[P-](F)(F)(F)(F)F.[CH3:36][O:37][C:38]1[CH:43]=[C:42]([NH2:44])[CH:41]=[CH:40][N:39]=1.CCN(CC)CC. The catalyst is ClCCl. The product is [Cl:1][C:2]1[CH:10]=[CH:9][C:5]([C:6]([NH:44][C:42]2[CH:41]=[CH:40][N:39]=[C:38]([O:37][CH3:36])[CH:43]=2)=[O:8])=[C:4]([F:11])[CH:3]=1. The yield is 0.390. (3) The reactants are [NH2:1][C:2]1[CH:6]=[CH:5][NH:4][C:3]=1[C:7]([O:9][CH2:10][CH3:11])=[O:8].[NH:12]1[C:16]2[CH:17]=[CH:18][CH:19]=[CH:20][C:15]=2[N:14]=[C:13]1[S:21][C:22]1[O:26][C:25]([CH:27]=O)=[CH:24][CH:23]=1.[C:29]1(=O)[CH2:34][CH2:33][CH2:32][C:31](=[O:35])[CH2:30]1. The catalyst is C(O)CCC. The product is [CH2:10]([O:9][C:7]([C:3]1[NH:4][CH:5]=[C:6]2[CH:27]([C:25]3[O:26][C:22]([S:21][C:13]4[NH:12][C:16]5[CH:17]=[CH:18][CH:19]=[CH:20][C:15]=5[N:14]=4)=[CH:23][CH:24]=3)[C:30]3[C:31](=[O:35])[CH2:32][CH2:33][CH2:34][C:29]=3[NH:1][C:2]=12)=[O:8])[CH3:11]. The yield is 0.430. (4) The reactants are [NH2:1][C:2]1[S:3][C:4]([C:12]2[CH:17]=[CH:16][C:15]([F:18])=[CH:14][CH:13]=2)=[CH:5][C:6]=1[C:7]([O:9]CC)=O.[C:19](#[N:26])[C:20]1[CH:25]=[CH:24][CH:23]=[CH:22][CH:21]=1.Cl. The catalyst is O1CCOCC1. The product is [F:18][C:15]1[CH:14]=[CH:13][C:12]([C:4]2[S:3][C:2]3[N:1]=[C:19]([C:20]4[CH:25]=[CH:24][CH:23]=[CH:22][CH:21]=4)[NH:26][C:7](=[O:9])[C:6]=3[CH:5]=2)=[CH:17][CH:16]=1. The yield is 0.820. (5) The reactants are [Br:1]Br.C1(P(C2C=CC=CC=2)C2C=CC=CC=2)C=CC=CC=1.[F:22][C:23]1[CH:28]=[C:27]([CH2:29]O)[CH:26]=[C:25]([F:31])[C:24]=1[C:32]1[N:37]=[C:36]([C:38]([O:40][CH3:41])=[O:39])[CH:35]=[CH:34][C:33]=1[F:42]. The catalyst is C(Cl)Cl. The product is [Br:1][CH2:29][C:27]1[CH:28]=[C:23]([F:22])[C:24]([C:32]2[N:37]=[C:36]([C:38]([O:40][CH3:41])=[O:39])[CH:35]=[CH:34][C:33]=2[F:42])=[C:25]([F:31])[CH:26]=1. The yield is 0.710. (6) The reactants are [F:1][C:2]([F:20])([F:19])[C:3](O)=[CH:4][C:5]([C:7]1[CH:17]=[CH:16][C:10]2[O:11][CH2:12][C:13](=[O:15])[NH:14][C:9]=2[CH:8]=1)=O.Cl.[Cl:22][C:23]1[CH:28]=[CH:27][CH:26]=[CH:25][C:24]=1[NH:29][NH2:30]. No catalyst specified. The product is [Cl:22][C:23]1[CH:28]=[CH:27][CH:26]=[CH:25][C:24]=1[N:29]1[C:5]([C:7]2[CH:17]=[CH:16][C:10]3[O:11][CH2:12][C:13](=[O:15])[NH:14][C:9]=3[CH:8]=2)=[CH:4][C:3]([C:2]([F:20])([F:19])[F:1])=[N:30]1. The yield is 0.760. (7) The reactants are [O:1]([C:8]1[CH:13]=[CH:12][C:11]([NH:14][C:15]2[N:20]=[CH:19][N:18]=[C:17]([NH:21][C:22]3[CH:23]=[C:24]([CH:29]=[CH:30][CH:31]=3)[C:25]([O:27]C)=[O:26])[CH:16]=2)=[CH:10][CH:9]=1)[C:2]1[CH:7]=[CH:6][CH:5]=[CH:4][CH:3]=1.[Li+].[OH-]. The catalyst is CO.C1COCC1.O. The product is [O:1]([C:8]1[CH:9]=[CH:10][C:11]([NH:14][C:15]2[N:20]=[CH:19][N:18]=[C:17]([NH:21][C:22]3[CH:23]=[C:24]([CH:29]=[CH:30][CH:31]=3)[C:25]([OH:27])=[O:26])[CH:16]=2)=[CH:12][CH:13]=1)[C:2]1[CH:3]=[CH:4][CH:5]=[CH:6][CH:7]=1. The yield is 0.690. (8) The reactants are [NH:1]1[CH2:6][CH2:5][CH:4]([C:7]2[CH:15]=[CH:14][CH:13]=[C:12]3[C:8]=2[CH2:9][C:10](=[O:16])[NH:11]3)[CH2:3][CH2:2]1.[CH3:17][C:18]1[C:22]([C:23]([N:25]2[CH2:30][CH2:29][CH2:28][CH2:27][CH2:26]2)=[O:24])=[CH:21][NH:20][C:19]=1[CH:31]=O. The catalyst is C(O)C. The product is [CH3:17][C:18]1[C:22]([C:23]([N:25]2[CH2:30][CH2:29][CH2:28][CH2:27][CH2:26]2)=[O:24])=[CH:21][NH:20][C:19]=1[CH:31]=[C:9]1[C:8]2[C:12](=[CH:13][CH:14]=[CH:15][C:7]=2[CH:4]2[CH2:3][CH2:2][NH:1][CH2:6][CH2:5]2)[NH:11][C:10]1=[O:16]. The yield is 0.310.